Predict the reactants needed to synthesize the given product. From a dataset of Full USPTO retrosynthesis dataset with 1.9M reactions from patents (1976-2016). (1) Given the product [C:1]([O:5][C:6](=[O:36])[C:7]1[CH:12]=[CH:11][C:10]([CH2:13][CH:14]([C:20]2[CH:21]=[CH:22][C:23]([C:26]3[CH2:31][CH2:30][C@@H:29]([C:32]([CH3:35])([CH3:34])[CH3:33])[CH2:28][CH:27]=3)=[CH:24][CH:25]=2)[C:15]([OH:17])=[O:16])=[CH:9][CH:8]=1)([CH3:4])([CH3:3])[CH3:2], predict the reactants needed to synthesize it. The reactants are: [C:1]([O:5][C:6](=[O:36])[C:7]1[CH:12]=[CH:11][C:10]([CH2:13][CH:14]([C:20]2[CH:25]=[CH:24][C:23]([C:26]3[CH2:31][CH2:30][C@@H:29]([C:32]([CH3:35])([CH3:34])[CH3:33])[CH2:28][CH:27]=3)=[CH:22][CH:21]=2)[C:15]([O:17]CC)=[O:16])=[CH:9][CH:8]=1)([CH3:4])([CH3:3])[CH3:2].[OH-].[Li+].OP([O-])(O)=O.[K+]. (2) Given the product [ClH:49].[NH2:8][C@@H:9]([CH2:42][CH:43]1[CH2:48][CH2:47][CH2:46][CH2:45][CH2:44]1)[C@H:10]([OH:41])[CH2:11][N:12]([CH2:30][C:31]1[CH:36]=[C:35]([O:37][CH3:38])[CH:34]=[C:33]([O:39][CH3:40])[CH:32]=1)[C:13]([O:15][CH2:16][CH:17]1[C:18]2[CH:19]=[CH:20][CH:21]=[CH:22][C:23]=2[C:24]2[C:29]1=[CH:28][CH:27]=[CH:26][CH:25]=2)=[O:14], predict the reactants needed to synthesize it. The reactants are: C(OC([NH:8][C@@H:9]([CH2:42][CH:43]1[CH2:48][CH2:47][CH2:46][CH2:45][CH2:44]1)[C@H:10]([OH:41])[CH2:11][N:12]([CH2:30][C:31]1[CH:36]=[C:35]([O:37][CH3:38])[CH:34]=[C:33]([O:39][CH3:40])[CH:32]=1)[C:13]([O:15][CH2:16][CH:17]1[C:29]2[CH:28]=[CH:27][CH:26]=[CH:25][C:24]=2[C:23]2[C:18]1=[CH:19][CH:20]=[CH:21][CH:22]=2)=[O:14])=O)(C)(C)C.[ClH:49]. (3) Given the product [Br:16][C:2]1[CH:7]=[C:6]([F:8])[C:5]([CH:9]([CH3:14])[C:10]([O:12][CH3:13])=[O:11])=[C:4]([F:15])[CH:3]=1, predict the reactants needed to synthesize it. The reactants are: N[C:2]1[CH:7]=[C:6]([F:8])[C:5]([CH:9]([CH3:14])[C:10]([O:12][CH3:13])=[O:11])=[C:4]([F:15])[CH:3]=1.[BrH:16].N([O-])=O.[Na+].S(=O)(=O)(O)O.Cl.